From a dataset of Full USPTO retrosynthesis dataset with 1.9M reactions from patents (1976-2016). Predict the reactants needed to synthesize the given product. Given the product [CH3:32][CH:31]([CH3:33])[C:30]([NH:22][CH2:21][CH2:20][O:19][C:15]1[CH:14]=[C:13]2[C:18](=[CH:17][CH:16]=1)[N:10]([S:7]([C:1]1[CH:2]=[CH:3][CH:4]=[CH:5][CH:6]=1)(=[O:9])=[O:8])[CH:11]=[CH:12]2)=[O:34], predict the reactants needed to synthesize it. The reactants are: [C:1]1([S:7]([N:10]2[C:18]3[C:13](=[CH:14][C:15]([O:19][CH2:20][CH2:21][NH2:22])=[CH:16][CH:17]=3)[CH:12]=[CH:11]2)(=[O:9])=[O:8])[CH:6]=[CH:5][CH:4]=[CH:3][CH:2]=1.C(N(CC)CC)C.[C:30](Cl)(=[O:34])[CH:31]([CH3:33])[CH3:32].